From a dataset of Reaction yield outcomes from USPTO patents with 853,638 reactions. Predict the reaction yield, written as a fraction of the theoretical maximum amount of product (1.0 means a 100% yield; for example, 0.34 means a 34% yield). The reactants are FC1C=CC(CC(Cl)=O)=CC=1.[F:12][C:13]1[CH:18]=[CH:17][C:16]([CH2:19][C:20]([N:22]=[C:23]=[O:24])=[O:21])=[CH:15][CH:14]=1.[F:25][C:26]1[CH:27]=[C:28]([NH2:39])[CH:29]=[CH:30][C:31]=1[O:32][C:33]1[CH:38]=[CH:37][N:36]=[CH:35][CH:34]=1. The catalyst is C1(C)C=CC=CC=1.C(Cl)Cl.[Ag]OC#N. The product is [F:25][C:26]1[CH:27]=[C:28]([NH:39][C:23]([NH:22][C:20](=[O:21])[CH2:19][C:16]2[CH:15]=[CH:14][C:13]([F:12])=[CH:18][CH:17]=2)=[O:24])[CH:29]=[CH:30][C:31]=1[O:32][C:33]1[CH:34]=[CH:35][N:36]=[CH:37][CH:38]=1. The yield is 0.460.